Task: Predict the product of the given reaction.. Dataset: Forward reaction prediction with 1.9M reactions from USPTO patents (1976-2016) (1) The product is: [ClH:2].[Cl:2][C:3]1[C:8]([C@@H:9]2[CH2:11][C@H:10]2[NH2:12])=[CH:7][CH:6]=[C:5]([C:20]2[CH:25]=[CH:24][CH:23]=[C:22]([C:26]([F:27])([F:28])[F:29])[CH:21]=2)[N:4]=1. Given the reactants Cl.[Cl:2][C:3]1[C:8]([C@@H:9]2[CH2:11][C@H:10]2[NH:12]C(=O)OC(C)(C)C)=[CH:7][CH:6]=[C:5]([C:20]2[CH:25]=[CH:24][CH:23]=[C:22]([C:26]([F:29])([F:28])[F:27])[CH:21]=2)[N:4]=1, predict the reaction product. (2) Given the reactants [CH3:1][O:2][P:3]([CH2:7][CH2:8]O)(=[O:6])[O:4][CH3:5].N1C(C)=CC=CC=1C.[F:18][C:19]([F:32])([F:31])[S:20]([O:23]S(C(F)(F)F)(=O)=O)(=[O:22])=[O:21], predict the reaction product. The product is: [CH3:1][O:2][P:3]([CH:7]([O:23][S:20]([C:19]([F:32])([F:31])[F:18])(=[O:22])=[O:21])[CH3:8])([O:4][CH3:5])=[O:6]. (3) Given the reactants [CH2:1]([O:3][C:4]([C:6]1[C:7](=[O:30])[C:8]2[CH:13]=[C:12](Cl)[N:11]=[N:10][C:9]=2[N:15]([C@H:17]([C:21]([CH3:29])([CH3:28])[O:22][SiH2:23][C:24]([CH3:27])([CH3:26])[CH3:25])[CH:18]([CH3:20])[CH3:19])[CH:16]=1)=[O:5])[CH3:2].[Br-].[F:32][C:33]1[C:40]([Cl:41])=[CH:39][CH:38]=[CH:37][C:34]=1[CH2:35][Zn+].Cl, predict the reaction product. The product is: [CH2:1]([O:3][C:4]([C:6]1[C:7](=[O:30])[C:8]2[CH:13]=[C:12]([CH2:35][C:34]3[CH:37]=[CH:38][CH:39]=[C:40]([Cl:41])[C:33]=3[F:32])[N:11]=[N:10][C:9]=2[N:15]([C@H:17]([C:21]([CH3:29])([CH3:28])[O:22][SiH2:23][C:24]([CH3:25])([CH3:26])[CH3:27])[CH:18]([CH3:19])[CH3:20])[CH:16]=1)=[O:5])[CH3:2]. (4) Given the reactants [Br:1][C:2]1[CH:3]=[C:4]2[C:8](=[CH:9][CH:10]=1)[C@@H:7]([N:11]1[CH2:16][CH2:15][N:14]([C:17]3([CH3:30])[CH2:22][CH2:21][N:20](C(OC(C)(C)C)=O)[CH2:19][CH2:18]3)[CH2:13][C@@H:12]1[CH3:31])[C@H:6]([O:32][CH2:33][CH3:34])[CH2:5]2.[ClH:35], predict the reaction product. The product is: [ClH:35].[ClH:35].[ClH:35].[Br:1][C:2]1[CH:3]=[C:4]2[C:8](=[CH:9][CH:10]=1)[C@@H:7]([N:11]1[CH2:16][CH2:15][N:14]([C:17]3([CH3:30])[CH2:18][CH2:19][NH:20][CH2:21][CH2:22]3)[CH2:13][C@@H:12]1[CH3:31])[C@H:6]([O:32][CH2:33][CH3:34])[CH2:5]2. (5) Given the reactants C(OC([NH:8][CH2:9][CH2:10][NH:11][S:12]([CH2:15][CH2:16][O:17][CH3:18])(=[O:14])=[O:13])=O)(C)(C)C.[ClH:19], predict the reaction product. The product is: [ClH:19].[NH2:8][CH2:9][CH2:10][NH:11][S:12]([CH2:15][CH2:16][O:17][CH3:18])(=[O:14])=[O:13]. (6) Given the reactants Br[C:2]1[C:3]([C:8]([O:10][CH3:11])=[O:9])=[N:4][CH:5]=[CH:6][N:7]=1.[CH3:12][O-:13].[Na+], predict the reaction product. The product is: [CH3:12][O:13][C:2]1[C:3]([C:8]([O:10][CH3:11])=[O:9])=[N:4][CH:5]=[CH:6][N:7]=1. (7) Given the reactants [NH2:1][C:2]1[S:6][N:5]=[C:4]([CH2:7][CH3:8])[C:3]=1[Cl:9].C[O-].[Na+].[CH3:13][CH:14]([CH3:31])[CH2:15][C:16]1[S:17][C:18]2[CH:24]=[CH:23][C:22]([CH:25]([CH3:30])[C:26](OC)=[O:27])=[CH:21][C:19]=2[N:20]=1, predict the reaction product. The product is: [Cl:9][C:3]1[C:4]([CH2:7][CH3:8])=[N:5][S:6][C:2]=1[NH:1][C:26](=[O:27])[CH:25]([C:22]1[CH:23]=[CH:24][C:18]2[S:17][C:16]([CH2:15][CH:14]([CH3:13])[CH3:31])=[N:20][C:19]=2[CH:21]=1)[CH3:30]. (8) Given the reactants [F:1][C:2]([F:13])([F:12])[CH2:3][NH:4][C:5](=[O:11])[O:6][C:7]([CH3:10])([CH3:9])[CH3:8].Br[CH2:15][C:16]1[CH:17]=[C:18]([CH:21]=[CH:22][CH:23]=1)[C:19]#[N:20], predict the reaction product. The product is: [C:19]([C:18]1[CH:17]=[C:16]([CH:23]=[CH:22][CH:21]=1)[CH2:15][N:4]([CH2:3][C:2]([F:12])([F:13])[F:1])[C:5](=[O:11])[O:6][C:7]([CH3:8])([CH3:9])[CH3:10])#[N:20]. (9) Given the reactants [CH2:1]([O:8][C:9]1[C:10]([C:18]([O:20][CH3:21])=[O:19])=[N:11][CH:12]=[C:13]([CH:16]=[O:17])[C:14]=1[CH3:15])[C:2]1[CH:7]=[CH:6][CH:5]=[CH:4][CH:3]=1.[F:22][C:23]1[CH:28]=[CH:27][C:26]([Mg]Br)=[CH:25][CH:24]=1.C(=O)(O)[O-], predict the reaction product. The product is: [CH2:1]([O:8][C:9]1[C:10]([C:18]([O:20][CH3:21])=[O:19])=[N:11][CH:12]=[C:13]([CH:16]([C:26]2[CH:27]=[CH:28][C:23]([F:22])=[CH:24][CH:25]=2)[OH:17])[C:14]=1[CH3:15])[C:2]1[CH:3]=[CH:4][CH:5]=[CH:6][CH:7]=1. (10) Given the reactants [CH2:1]1[C:14]2[C:13]3[CH:12]=[CH:11][CH:10]=[CH:9][C:8]=3[NH:7][C:6]=2[CH:5]2[CH2:15][CH2:16][N:2]1[CH2:3][CH2:4]2.Br[C:18]1[CH:19]=[C:20]2[C:25](=[CH:26][CH:27]=1)[N:24]=[C:23]([CH3:28])[CH:22]=[CH:21]2, predict the reaction product. The product is: [CH3:28][C:23]1[CH:22]=[CH:21][C:20]2[C:25](=[CH:26][CH:27]=[C:18]([N:7]3[C:8]4[CH:9]=[CH:10][CH:11]=[CH:12][C:13]=4[C:14]4[CH2:1][N:2]5[CH2:3][CH2:4][CH:5]([C:6]3=4)[CH2:15][CH2:16]5)[CH:19]=2)[N:24]=1.